Binary Classification. Given a drug SMILES string, predict its activity (active/inactive) in a high-throughput screening assay against a specified biological target. From a dataset of Cav3 T-type calcium channel HTS with 100,875 compounds. (1) The compound is O=C(N1CCC(CC1)C(OCC)=O)C12CC3CC(C2)CC(C1)C3. The result is 0 (inactive). (2) The compound is Brc1cc2c(nc(nc2cc1)N\N=C\c1c(cccc1)C#N)c1ccccc1. The result is 0 (inactive). (3) The compound is O(C(c1ccccc1)C(=O)c1ccccc1)C(=O)CCC(=O)Nc1c(ccc(c1)C)C. The result is 0 (inactive). (4) The compound is s1c(nnc1NC(=O)c1ccc(S(=O)(=O)c2ccccc2)cc1)C1CC1. The result is 0 (inactive). (5) The result is 0 (inactive). The molecule is O=C(Nc1c2c(n(c1C(OC)=O)C)cccc2C)CN1CCN(CC1)c1ccccc1. (6) The molecule is O(c1cc(CC(=O)NCCc2cc(OC)c(OC)cc2)c([N+]([O-])=O)cc1OC)C. The result is 0 (inactive). (7) The drug is S(=O)(=O)(N(c1c(cc(cc1)C)C)CC(=O)Nc1cc(SC)ccc1)C. The result is 1 (active). (8) The molecule is o1c2c(n3c(c(=O)n(nc3CC)CCCC(=O)N3CCc4c(C3)cccc4)c2)cc1. The result is 0 (inactive). (9) The result is 0 (inactive). The drug is O(CN1C(=O)c2c(C1=O)cccc2)C(=O)CCNC(=O)c1ccccc1.